From a dataset of Reaction yield outcomes from USPTO patents with 853,638 reactions. Predict the reaction yield, written as a fraction of the theoretical maximum amount of product (1.0 means a 100% yield; for example, 0.34 means a 34% yield). (1) The reactants are [OH:1][C:2]12[C:13]3[C:8](=[C:9]([N+:14]([O-])=O)[CH:10]=[CH:11][CH:12]=3)[C:7](=[O:17])[C:6]1([NH:18][C:19]([C:21]1[CH:22]=[CH:23][C:24]3[N:25]([N:27]=[N:28][N:29]=3)[CH:26]=1)=[O:20])[C:5]1[CH:30]=[CH:31][C:32]([CH:34]([CH3:36])[CH3:35])=[CH:33][C:4]=1[O:3]2.C(O)C. The catalyst is Cl.[Fe].O. The product is [NH2:14][C:9]1[CH:10]=[CH:11][CH:12]=[C:13]2[C:8]=1[C:7](=[O:17])[C:6]1([NH:18][C:19]([C:21]3[CH:22]=[CH:23][C:24]4[N:25]([N:27]=[N:28][N:29]=4)[CH:26]=3)=[O:20])[C:5]3[CH:30]=[CH:31][C:32]([CH:34]([CH3:36])[CH3:35])=[CH:33][C:4]=3[O:3][C:2]12[OH:1]. The yield is 0.800. (2) The reactants are [Br:1][C:2]1[CH:7]=[CH:6][C:5]([CH2:8][C:9]([OH:11])=O)=[CH:4][C:3]=1[F:12].[CH2:13]1[C:21]2[C:16](=[CH:17][CH:18]=[CH:19][CH:20]=2)[CH2:15][NH:14]1.CN(C(ON1N=NC2C=CC=NC1=2)=[N+](C)C)C.F[P-](F)(F)(F)(F)F.CCN(C(C)C)C(C)C. The catalyst is CN(C=O)C.CCOC(C)=O. The product is [Br:1][C:2]1[CH:7]=[CH:6][C:5]([CH2:8][C:9]([N:14]2[CH2:15][C:16]3[C:21](=[CH:20][CH:19]=[CH:18][CH:17]=3)[CH2:13]2)=[O:11])=[CH:4][C:3]=1[F:12]. The yield is 0.880. (3) The yield is 0.890. The catalyst is C1COCC1. The product is [CH3:6][N:8]1[CH2:13][CH2:12][N:11]([C:14]2[CH:19]=[CH:18][C:17]([CH2:20][OH:21])=[CH:16][CH:15]=2)[CH2:10][CH2:9]1. The reactants are C(O[C:6]([N:8]1[CH2:13][CH2:12][N:11]([C:14]2[CH:19]=[CH:18][C:17]([CH:20]=[O:21])=[CH:16][CH:15]=2)[CH2:10][CH2:9]1)=O)(C)(C)C.[H-].[H-].[H-].[H-].[Li+].[Al+3]. (4) The reactants are Cl[C:2]1[C:11]2[C:6](=[CH:7][C:8]([CH3:12])=[CH:9][CH:10]=2)[N:5]=[C:4]([C:13]2[CH:18]=[CH:17][CH:16]=[CH:15][C:14]=2[OH:19])[N:3]=1.[C:20]([O:24][C:25](=[O:32])[NH:26][C@H:27]1[CH2:31][CH2:30][NH:29][CH2:28]1)([CH3:23])([CH3:22])[CH3:21].C(N(CC)CC)C. The catalyst is CN(C=O)C.O.C(Cl)Cl. The product is [C:20]([O:24][C:25](=[O:32])[NH:26][C@H:27]1[CH2:31][CH2:30][N:29]([C:2]2[C:11]3[C:6](=[CH:7][C:8]([CH3:12])=[CH:9][CH:10]=3)[N:5]=[C:4]([C:13]3[CH:18]=[CH:17][CH:16]=[CH:15][C:14]=3[OH:19])[N:3]=2)[CH2:28]1)([CH3:23])([CH3:21])[CH3:22]. The yield is 0.810.